From a dataset of Forward reaction prediction with 1.9M reactions from USPTO patents (1976-2016). Predict the product of the given reaction. (1) Given the reactants [N+:1]([C:4]1[C:14]([N+:15]([O-])=O)=[CH:13][C:12]2[CH:11]3[CH2:18][CH2:19][CH:7]([CH2:8][N:9]([C:20](=[O:25])[C:21]([F:24])([F:23])[F:22])[CH2:10]3)[C:6]=2[CH:5]=1)([O-])=O, predict the reaction product. The product is: [NH2:1][C:4]1[C:14]([NH2:15])=[CH:13][C:12]2[CH:11]3[CH2:18][CH2:19][CH:7]([CH2:8][N:9]([C:20](=[O:25])[C:21]([F:24])([F:22])[F:23])[CH2:10]3)[C:6]=2[CH:5]=1. (2) The product is: [N:27]([CH2:11][C:3]1[CH:4]=[C:5]([O:9][CH3:10])[CH:6]=[C:7]([F:8])[C:2]=1[F:1])=[N+:28]=[N-:29]. Given the reactants [F:1][C:2]1[C:7]([F:8])=[CH:6][C:5]([O:9][CH3:10])=[CH:4][C:3]=1[CH2:11]O.C1C=CC(P([N:27]=[N+:28]=[N-:29])(C2C=CC=CC=2)=O)=CC=1.C1CCN2C(=NCCC2)CC1, predict the reaction product. (3) Given the reactants C(N(CC)C(C)C)(C)C.O[C@@H:11]1[CH2:15][CH2:14][O:13][C:12]1=[O:16].FC(F)(F)S(OS(C(F)(F)F)(=O)=O)(=O)=O.[Cl:32][C:33]1[C:41]([F:42])=[CH:40][CH:39]=[C:38]2[C:34]=1[CH2:35][CH2:36][NH:37]2, predict the reaction product. The product is: [Cl:32][C:33]1[C:41]([F:42])=[CH:40][CH:39]=[C:38]2[C:34]=1[CH2:35][CH2:36][N:37]2[C@H:11]1[CH2:15][CH2:14][O:13][C:12]1=[O:16]. (4) Given the reactants [CH:1]([C:3]1[CH:12]=[CH:11][C:10]2[C:5](=[C:6]([NH2:17])[N:7]=[C:8]3[CH:16]=[CH:15][CH:14]=[CH:13][C:9]3=2)[N:4]=1)=[CH2:2].[H][H], predict the reaction product. The product is: [CH2:1]([C:3]1[CH:12]=[CH:11][C:10]2[C:5](=[C:6]([NH2:17])[N:7]=[C:8]3[CH:16]=[CH:15][CH:14]=[CH:13][C:9]3=2)[N:4]=1)[CH3:2]. (5) Given the reactants [CH2:1]([NH2:8])[C:2]1[CH:7]=[CH:6][CH:5]=[CH:4][CH:3]=1.[OH-].[Na+].[C:11](Cl)(=[O:13])[CH3:12], predict the reaction product. The product is: [C:2]1([CH2:1][NH:8][C:11](=[O:13])[CH3:12])[CH:7]=[CH:6][CH:5]=[CH:4][CH:3]=1. (6) Given the reactants [C:1]([O:5][C:6]([N:8]([CH3:13])[CH2:9][C:10]([OH:12])=O)=[O:7])([CH3:4])([CH3:3])[CH3:2].[Cl:14][C:15]1[CH:16]=[C:17]([NH:21][CH2:22][CH2:23][CH2:24][NH:25][C:26](=[O:29])[O:27][CH3:28])[CH:18]=[CH:19][CH:20]=1.C1CCC(N=C=NC2CCCCC2)CC1, predict the reaction product. The product is: [Cl:14][C:15]1[CH:16]=[C:17]([N:21]([CH2:22][CH2:23][CH2:24][NH:25][C:26]([O:27][CH3:28])=[O:29])[C:10](=[O:12])[CH2:9][N:8]([CH3:13])[C:6](=[O:7])[O:5][C:1]([CH3:2])([CH3:3])[CH3:4])[CH:18]=[CH:19][CH:20]=1. (7) Given the reactants [Br:1][C:2]1[S:6][C:5]([C:7](Cl)=[O:8])=[CH:4][CH:3]=1.[O:10]([C:12]1[CH:13]=[C:14]([CH:16]=[CH:17][CH:18]=1)[NH2:15])[CH3:11].C(N(CC)CC)C, predict the reaction product. The product is: [Br:1][C:2]1[S:6][C:5]([C:7]([NH:15][C:14]2[CH:16]=[CH:17][CH:18]=[C:12]([O:10][CH3:11])[CH:13]=2)=[O:8])=[CH:4][CH:3]=1. (8) Given the reactants [C:1]([OH:7])([C:3]([F:6])([F:5])[F:4])=[O:2].[Cl:8][C:9]1[CH:10]=[C:11]([C:15]([OH:44])([C:38]2[CH:39]=[N:40][CH:41]=[CH:42][CH:43]=2)[C:16]([N:18]2[CH2:37][CH2:36][CH2:35][C@H:19]2[C:20]([NH:22][CH2:23][C:24]2[CH:29]=[CH:28][CH:27]=[CH:26][C:25]=2[N:30]2[CH:34]=[N:33][N:32]=[N:31]2)=[O:21])=[O:17])[CH:12]=[CH:13][CH:14]=1.C(=O)(O)[O-:46].[Na+].ClC1C=C(C=CC=1)C(OO)=O, predict the reaction product. The product is: [C:1]([OH:7])([C:3]([F:6])([F:5])[F:4])=[O:2].[Cl:8][C:9]1[CH:10]=[C:11]([C:15]([OH:44])([C:38]2[CH:39]=[N+:40]([O-:46])[CH:41]=[CH:42][CH:43]=2)[C:16]([N:18]2[CH2:37][CH2:36][CH2:35][C@H:19]2[C:20]([NH:22][CH2:23][C:24]2[CH:29]=[CH:28][CH:27]=[CH:26][C:25]=2[N:30]2[CH:34]=[N:33][N:32]=[N:31]2)=[O:21])=[O:17])[CH:12]=[CH:13][CH:14]=1. (9) Given the reactants [CH2:1]([O:8][CH2:9][CH:10]([CH2:19][OH:20])[O:11][CH2:12][C:13]1[CH:18]=[CH:17][CH:16]=[CH:15][CH:14]=1)[C:2]1[CH:7]=[CH:6][CH:5]=[CH:4][CH:3]=1.[OH-].[Na+].[C:23]([O:27][C:28](=[O:31])[CH2:29]Br)([CH3:26])([CH3:25])[CH3:24], predict the reaction product. The product is: [C:23]([O:27][C:28](=[O:31])[CH2:29][O:20][CH2:19][CH:10]([O:11][CH2:12][C:13]1[CH:18]=[CH:17][CH:16]=[CH:15][CH:14]=1)[CH2:9][O:8][CH2:1][C:2]1[CH:3]=[CH:4][CH:5]=[CH:6][CH:7]=1)([CH3:26])([CH3:25])[CH3:24]. (10) Given the reactants CC(OC(N[C@@H:9](CC1C=CC(C2N=C(C(N(C)OC)=O)N(C)C=2)=CC=1)[CH2:10][CH2:11][C:12]([O:14][C:15](C)(C)C)=[O:13])=O)(C)C.[I:38][CH:39]([CH3:41])[CH3:40].CN(C=[O:46])C, predict the reaction product. The product is: [OH:46][C:40]1[CH:9]=[CH:10][C:11]([C:12]([O:14][CH3:15])=[O:13])=[CH:41][C:39]=1[I:38].